Dataset: Reaction yield outcomes from USPTO patents with 853,638 reactions. Task: Predict the reaction yield, written as a fraction of the theoretical maximum amount of product (1.0 means a 100% yield; for example, 0.34 means a 34% yield). (1) The reactants are [C:1](=O)([O-])[O-].[K+].[K+].[C:7]([O:11][C:12]([NH:14][C@H:15]1[CH2:20][CH2:19][C@H:18]([C:21]([OH:23])=[O:22])[CH2:17][CH2:16]1)=[O:13])([CH3:10])([CH3:9])[CH3:8].CI. The catalyst is CN(C)C=O. The product is [CH3:1][O:22][C:21]([C@H:18]1[CH2:17][CH2:16][C@H:15]([NH:14][C:12]([O:11][C:7]([CH3:10])([CH3:8])[CH3:9])=[O:13])[CH2:20][CH2:19]1)=[O:23]. The yield is 0.980. (2) The reactants are [N+:1]([C:4]1[NH:8][N:7]=[C:6]([C:9]([OH:11])=[O:10])[CH:5]=1)([O-:3])=[O:2].S(Cl)(Cl)=O.[CH3:16]O. No catalyst specified. The product is [CH3:16][O:10][C:9]([C:6]1[CH:5]=[C:4]([N+:1]([O-:3])=[O:2])[NH:8][N:7]=1)=[O:11]. The yield is 0.957. (3) The reactants are Cl.Cl.[CH2:3]([O:5][C:6]1[CH:7]=[C:8]([C:12]2([CH2:18][CH2:19][N:20]3[CH:25]4[CH2:26][CH2:27][CH:21]3[CH2:22][CH:23]([N:28]3[C:32]5[CH:33]=[CH:34][CH:35]=[CH:36][C:31]=5[N:30]=[C:29]3[CH3:37])[CH2:24]4)[CH2:17][CH2:16][NH:15][CH2:14][CH2:13]2)[CH:9]=[CH:10][CH:11]=1)[CH3:4].C(N(CC)CC)C.[Cl:45][C:46]1[CH:54]=[CH:53][C:49]([C:50](O)=[O:51])=[CH:48][C:47]=1[S:55](=[O:58])(=[O:57])[NH2:56].F[P-](F)(F)(F)(F)F.N1(OC(N(C)C)=[N+](C)C)C2N=CC=CC=2N=N1. The catalyst is CN(C)C=O.O. The product is [Cl:45][C:46]1[CH:54]=[CH:53][C:49]([C:50]([N:15]2[CH2:16][CH2:17][C:12]([C:8]3[CH:9]=[CH:10][CH:11]=[C:6]([O:5][CH2:3][CH3:4])[CH:7]=3)([CH2:18][CH2:19][N:20]3[C@H:21]4[CH2:27][CH2:26][C@@H:25]3[CH2:24][CH:23]([N:28]3[C:32]5[CH:33]=[CH:34][CH:35]=[CH:36][C:31]=5[N:30]=[C:29]3[CH3:37])[CH2:22]4)[CH2:13][CH2:14]2)=[O:51])=[CH:48][C:47]=1[S:55]([NH2:56])(=[O:58])=[O:57]. The yield is 0.620. (4) The reactants are [H-].[Na+].[Br:3][C:4]1[CH:9]=[CH:8][C:7]([CH2:10][C:11]([O:13][CH3:14])=[O:12])=[CH:6][CH:5]=1.Br[CH2:16][CH2:17]Br.[Cl-].[NH4+]. The catalyst is CN(C)C=O. The product is [Br:3][C:4]1[CH:5]=[CH:6][C:7]([C:10]2([C:11]([O:13][CH3:14])=[O:12])[CH2:17][CH2:16]2)=[CH:8][CH:9]=1. The yield is 0.470.